From a dataset of Catalyst prediction with 721,799 reactions and 888 catalyst types from USPTO. Predict which catalyst facilitates the given reaction. (1) Reactant: Cl.[CH2:2]([C:4]1[CH:9]=[CH:8][CH:7]=[C:6]([CH2:10][CH3:11])[C:5]=1[NH:12][C:13]([C:15]1[C:19]2[CH2:20][CH2:21][C:22]3[CH:23]=[N:24][C:25]([NH:28][CH:29]4[CH2:34][CH2:33][NH:32][CH2:31][CH2:30]4)=[N:26][C:27]=3[C:18]=2[N:17]([CH3:35])[N:16]=1)=[O:14])[CH3:3].CCN(C(C)C)C(C)C.[CH3:45][S:46](Cl)(=[O:48])=[O:47]. Product: [CH2:10]([C:6]1[CH:7]=[CH:8][CH:9]=[C:4]([CH2:2][CH3:3])[C:5]=1[NH:12][C:13]([C:15]1[C:19]2[CH2:20][CH2:21][C:22]3[CH:23]=[N:24][C:25]([NH:28][CH:29]4[CH2:30][CH2:31][N:32]([S:46]([CH3:45])(=[O:48])=[O:47])[CH2:33][CH2:34]4)=[N:26][C:27]=3[C:18]=2[N:17]([CH3:35])[N:16]=1)=[O:14])[CH3:11]. The catalyst class is: 4. (2) Reactant: Br[C:2]1[N:3]=[C:4]([C:17]#[N:18])[C:5]([NH:8][C:9](=[O:16])[C:10]2[CH:15]=[CH:14][CH:13]=[CH:12][CH:11]=2)=[N:6][CH:7]=1.[F-:19].[K+].C(OCC)(=O)C.O. Product: [C:17]([C:4]1[C:5]([NH:8][C:9](=[O:16])[C:10]2[CH:15]=[CH:14][CH:13]=[CH:12][CH:11]=2)=[N:6][CH:7]=[C:2]([F:19])[N:3]=1)#[N:18]. The catalyst class is: 16. (3) Reactant: [C:1]1([CH2:7][C@H:8]([OH:12])[C:9]([OH:11])=O)[CH:6]=[CH:5][CH:4]=[CH:3][CH:2]=1.[NH:13]1[CH2:18][CH2:17][O:16][CH2:15][CH2:14]1.C1CN([P+](ON2N=NC3C=CC=CC2=3)(N2CCCC2)N2CCCC2)CC1.F[P-](F)(F)(F)(F)F.Cl. Product: [OH:12][C@@H:8]([CH2:7][C:1]1[CH:2]=[CH:3][CH:4]=[CH:5][CH:6]=1)[C:9]([N:13]1[CH2:18][CH2:17][O:16][CH2:15][CH2:14]1)=[O:11]. The catalyst class is: 4. (4) Reactant: [F:1][CH:2]([F:37])[C:3]1[N:7]([C:8]2[N:13]=[C:12]([N:14]3[CH2:19][CH2:18][O:17][CH2:16][CH2:15]3)[N:11]=[C:10]([N:20]3[CH2:25][CH2:24][N:23]([S:26]([CH:29]=[CH2:30])(=[O:28])=[O:27])[CH2:22][CH2:21]3)[N:9]=2)[C:6]2[CH:31]=[CH:32][CH:33]=[C:34]([O:35][CH3:36])[C:5]=2[N:4]=1.[OH:38][CH2:39][CH2:40][N:41]1[CH2:46][CH2:45][NH:44][CH2:43][CH2:42]1. Product: [F:37][CH:2]([F:1])[C:3]1[N:7]([C:8]2[N:13]=[C:12]([N:14]3[CH2:15][CH2:16][O:17][CH2:18][CH2:19]3)[N:11]=[C:10]([N:20]3[CH2:21][CH2:22][N:23]([S:26]([CH2:29][CH2:30][N:44]4[CH2:45][CH2:46][N:41]([CH2:40][CH2:39][OH:38])[CH2:42][CH2:43]4)(=[O:28])=[O:27])[CH2:24][CH2:25]3)[N:9]=2)[C:6]2[CH:31]=[CH:32][CH:33]=[C:34]([O:35][CH3:36])[C:5]=2[N:4]=1. The catalyst class is: 12.